From a dataset of NCI-60 drug combinations with 297,098 pairs across 59 cell lines. Regression. Given two drug SMILES strings and cell line genomic features, predict the synergy score measuring deviation from expected non-interaction effect. (1) Drug 1: COC1=C(C=C2C(=C1)N=CN=C2NC3=CC(=C(C=C3)F)Cl)OCCCN4CCOCC4. Drug 2: CC12CCC3C(C1CCC2OP(=O)(O)O)CCC4=C3C=CC(=C4)OC(=O)N(CCCl)CCCl.[Na+]. Cell line: MDA-MB-231. Synergy scores: CSS=2.33, Synergy_ZIP=-3.51, Synergy_Bliss=-5.41, Synergy_Loewe=-30.7, Synergy_HSA=-4.93. (2) Drug 1: C1=CC(=CC=C1CCC2=CNC3=C2C(=O)NC(=N3)N)C(=O)NC(CCC(=O)O)C(=O)O. Drug 2: CC1=C(N=C(N=C1N)C(CC(=O)N)NCC(C(=O)N)N)C(=O)NC(C(C2=CN=CN2)OC3C(C(C(C(O3)CO)O)O)OC4C(C(C(C(O4)CO)O)OC(=O)N)O)C(=O)NC(C)C(C(C)C(=O)NC(C(C)O)C(=O)NCCC5=NC(=CS5)C6=NC(=CS6)C(=O)NCCC[S+](C)C)O. Cell line: HCC-2998. Synergy scores: CSS=32.9, Synergy_ZIP=4.08, Synergy_Bliss=3.90, Synergy_Loewe=-2.17, Synergy_HSA=2.79. (3) Drug 1: C1=CC(=CC=C1CC(C(=O)O)N)N(CCCl)CCCl.Cl. Drug 2: B(C(CC(C)C)NC(=O)C(CC1=CC=CC=C1)NC(=O)C2=NC=CN=C2)(O)O. Cell line: MDA-MB-231. Synergy scores: CSS=1.35, Synergy_ZIP=-4.88, Synergy_Bliss=-6.13, Synergy_Loewe=-4.37, Synergy_HSA=-6.08. (4) Drug 1: CN1CCC(CC1)COC2=C(C=C3C(=C2)N=CN=C3NC4=C(C=C(C=C4)Br)F)OC. Drug 2: CN(C(=O)NC(C=O)C(C(C(CO)O)O)O)N=O. Cell line: CCRF-CEM. Synergy scores: CSS=-5.66, Synergy_ZIP=-1.12, Synergy_Bliss=-7.54, Synergy_Loewe=-10.7, Synergy_HSA=-8.53.